From a dataset of Forward reaction prediction with 1.9M reactions from USPTO patents (1976-2016). Predict the product of the given reaction. (1) The product is: [CH2:1]([N:8]([CH2:25][CH3:26])[C:9]1[CH:14]=[CH:13][C:12]([C:15]([OH:24])([C:16]([F:17])([F:18])[F:19])[C:20]([F:21])([F:22])[F:23])=[CH:11][C:10]=1[Cl:34])[C:2]1[CH:3]=[CH:4][CH:5]=[CH:6][CH:7]=1. Given the reactants [CH2:1]([N:8]([CH2:25][CH3:26])[C:9]1[CH:14]=[CH:13][C:12]([C:15]([OH:24])([C:20]([F:23])([F:22])[F:21])[C:16]([F:19])([F:18])[F:17])=[CH:11][CH:10]=1)[C:2]1[CH:7]=[CH:6][CH:5]=[CH:4][CH:3]=1.C1C(=O)N([Cl:34])C(=O)C1, predict the reaction product. (2) Given the reactants [NH2:1][C:2]1[N:7]=[C:6]([C:8]2[C:16]3[C:11](=[CH:12][CH:13]=[CH:14][CH:15]=3)[N:10]([CH2:17][C:18]3[CH:23]=[CH:22][CH:21]=[CH:20][C:19]=3[F:24])[N:9]=2)[N:5]=[C:4]([NH:25][C:26](=[O:28])[CH3:27])[CH:3]=1.Cl.Br[C:31]1[CH:36]=[CH:35][N:34]=[CH:33][CH:32]=1.CC1(C)C2C=CC=C(P(C3C=CC=CC=3)C3C=CC=CC=3)C=2OC2C1=CC=CC=2P(C1C=CC=CC=1)C1C=CC=CC=1.C(=O)([O-])[O-].[Cs+].[Cs+].Cl, predict the reaction product. The product is: [F:24][C:19]1[CH:20]=[CH:21][CH:22]=[CH:23][C:18]=1[CH2:17][N:10]1[C:11]2[C:16](=[CH:15][CH:14]=[CH:13][CH:12]=2)[C:8]([C:6]2[N:5]=[C:4]([NH:25][C:26](=[O:28])[CH3:27])[CH:3]=[C:2]([NH:1][C:31]3[CH:36]=[CH:35][N:34]=[CH:33][CH:32]=3)[N:7]=2)=[N:9]1.